Predict the product of the given reaction. From a dataset of Forward reaction prediction with 1.9M reactions from USPTO patents (1976-2016). Given the reactants [O:1]1[C:5]2[CH:6]=[CH:7][CH:8]=[CH:9][C:4]=2[CH2:3][CH:2]1[CH2:10]O.[C:12]1(=[O:22])[NH:16][C:15](=[O:17])[C:14]2=[CH:18][CH:19]=[CH:20][CH:21]=[C:13]12.C1(P(C2C=CC=CC=2)C2C=CC=CC=2)C=CC=CC=1.N(C(OCC)=O)=NC(OCC)=O, predict the reaction product. The product is: [O:1]1[C:5]2[CH:6]=[CH:7][CH:8]=[CH:9][C:4]=2[CH2:3][CH:2]1[CH2:10][N:16]1[C:12](=[O:22])[C:13]2[C:14](=[CH:18][CH:19]=[CH:20][CH:21]=2)[C:15]1=[O:17].